The task is: Predict the reactants needed to synthesize the given product.. This data is from Full USPTO retrosynthesis dataset with 1.9M reactions from patents (1976-2016). (1) Given the product [CH3:1][O:2][C:3]1[CH:4]=[C:5]([C:11]2[CH2:12][CH2:13][NH:14][N:20]=2)[CH:6]=[CH:7][C:8]=1[O:9][CH3:10], predict the reactants needed to synthesize it. The reactants are: [CH3:1][O:2][C:3]1[CH:4]=[C:5]([C:11](=O)[CH2:12][CH2:13][N:14](C)C)[CH:6]=[CH:7][C:8]=1[O:9][CH3:10].Cl.O.[NH2:20]N. (2) Given the product [CH3:14][C:11]1([CH3:13])[CH2:10][CH:9]([CH3:15])[C:8]([CH2:3][C:1]#[N:2])=[CH:12]1, predict the reactants needed to synthesize it. The reactants are: [C:1]([C:3](=[C:8]1[CH2:12][C:11]([CH3:14])([CH3:13])[CH2:10][CH:9]1[CH3:15])C(OC)=O)#[N:2].[Cl-].[Li+].CN1CCCC1=O.Cl. (3) Given the product [S:15]1[C:2]2[CH:3]=[C:4]([NH:5][C:6]([C:7]3[CH:13]=[CH:12][NH:11][N:8]=3)=[O:14])[CH:9]=[CH:19][C:18]=2[N:17]=[CH:16]1, predict the reactants needed to synthesize it. The reactants are: N1[N:5]2[C:6](=[O:14])[C:7]3[N:8]([N:11]=[CH:12][CH:13]=3)[C:9](=O)[C:4]2=[CH:3][CH:2]=1.[S:15]1[C:19]2C=C(N)C=C[C:18]=2[N:17]=[CH:16]1.CN(C=O)C. (4) Given the product [CH2:1]([NH:3][C:4](=[O:12])[C:5]1[C:10]([Si:15]([CH:13]=[CH2:14])([CH3:17])[CH3:16])=[CH:9][CH:8]=[CH:7][C:6]=1[Cl:11])[CH3:2], predict the reactants needed to synthesize it. The reactants are: [CH2:1]([NH:3][C:4](=[O:12])[C:5]1[CH:10]=[CH:9][CH:8]=[CH:7][C:6]=1[Cl:11])[CH3:2].[CH:13]([Si:15](Cl)([CH3:17])[CH3:16])=[CH2:14]. (5) Given the product [C:7]1([C:6]2[NH:5][N:4]=[C:3]([C:13]([F:16])([F:15])[F:14])[C:2]=2[NH:1][C:23](=[O:30])[C:24]2[CH:29]=[CH:28][CH:27]=[CH:26][CH:25]=2)[CH:12]=[CH:11][CH:10]=[CH:9][CH:8]=1, predict the reactants needed to synthesize it. The reactants are: [NH2:1][C:2]1[C:3]([C:13]([F:16])([F:15])[F:14])=[N:4][NH:5][C:6]=1[C:7]1[CH:12]=[CH:11][CH:10]=[CH:9][CH:8]=1.N1C=CC=CC=1.[C:23](Cl)(=[O:30])[C:24]1[CH:29]=[CH:28][CH:27]=[CH:26][CH:25]=1. (6) The reactants are: [F:1][C:2]1[CH:7]=[C:6]([S:8]([CH3:11])(=[O:10])=[O:9])[CH:5]=[C:4]([F:12])[C:3]=1[NH:13][C@H:14]1[CH2:19][CH2:18][CH2:17][N:16]([CH:20]2[CH2:25][CH2:24][N:23]([C:26](=[NH:29])[NH:27][OH:28])[CH2:22][CH2:21]2)[C:15]1=[O:30].[F:31][C:32]([F:43])([F:42])[C:33](O[C:33](=O)[C:32]([F:43])([F:42])[F:31])=O. Given the product [F:1][C:2]1[CH:7]=[C:6]([S:8]([CH3:11])(=[O:9])=[O:10])[CH:5]=[C:4]([F:12])[C:3]=1[NH:13][C@H:14]1[CH2:19][CH2:18][CH2:17][N:16]([CH:20]2[CH2:21][CH2:22][N:23]([C:26]3[N:29]=[C:33]([C:32]([F:43])([F:42])[F:31])[O:28][N:27]=3)[CH2:24][CH2:25]2)[C:15]1=[O:30], predict the reactants needed to synthesize it. (7) The reactants are: [CH3:1][C:2]1([CH3:36])[O:7][CH2:6][CH2:5][N:4]([CH2:8][C@H:9]2[CH2:14][N:13]([S:15]([C:18]3[S:19][CH:20]=[CH:21][CH:22]=3)(=[O:17])=[O:16])[CH2:12][CH2:11][N:10]2[C:23]2[CH:28]=[CH:27][C:26]([C@:29]([OH:35])([CH3:34])[C:30]([F:33])([F:32])[F:31])=[CH:25][CH:24]=2)[CH2:3]1.CC1(C)OCCN(C[C@@H]2CN(S(C3SC=CC=3)(=O)=O)CCN2C2C=CC([C@@](O)(C)C(F)(F)F)=CC=2)C1.CC1(C)OCCN(C[C@H]2CN(S(C3SC=CC=3)(=O)=O)CCN2C2C=CC([C@@](O)(C)C(F)(F)F)=CC=2)C1.C1N=C(N)C2N=CN([C@@H]3O[C@H](COP(OP(OC[C@H]4O[C@@H](N5C=C(C(N)=O)CC=C5)[C@H](O)[C@@H]4O)(O)=O)(O)=O)[C@@H](O)[C@H]3OP(O)(O)=O)C=2N=1. Given the product [CH3:1][C:2]1([CH3:36])[O:7][CH2:6][CH2:5][N:4]([CH2:8][C@@H:9]2[CH2:14][N:13]([S:15]([C:18]3[S:19][CH:20]=[CH:21][CH:22]=3)(=[O:17])=[O:16])[CH2:12][CH2:11][N:10]2[C:23]2[CH:28]=[CH:27][C:26]([C@:29]([OH:35])([CH3:34])[C:30]([F:31])([F:32])[F:33])=[CH:25][CH:24]=2)[CH2:3]1, predict the reactants needed to synthesize it.